Dataset: Full USPTO retrosynthesis dataset with 1.9M reactions from patents (1976-2016). Task: Predict the reactants needed to synthesize the given product. (1) Given the product [C:1]([C:4]1[CH:5]=[N:6][N:7]([CH2:10][C:11]([O:13][CH3:14])=[O:12])[C:8]=1[CH3:9])(=[O:3])[CH3:2], predict the reactants needed to synthesize it. The reactants are: [C:1]([C:4]1[CH:5]=[N:6][N:7]([CH2:10][C:11]([OH:13])=[O:12])[C:8]=1[CH3:9])(=[O:3])[CH3:2].[C:14]1(C)C=CC=CC=1.C[Si](C=[N+]=[N-])(C)C.CCOCC. (2) Given the product [CH3:3][N:4]1[C:8]([NH:9][C:10](=[O:26])[C@@H:11]([NH:19][CH2:20][C:21]([O:23][CH2:24][CH3:25])=[O:22])[CH2:12][C:13]2[CH:14]=[CH:15][CH:16]=[CH:17][CH:18]=2)=[CH:7][C:6]([C:27]2[CH:28]=[CH:29][N:30]=[CH:31][CH:32]=2)=[N:5]1, predict the reactants needed to synthesize it. The reactants are: Cl.Cl.[CH3:3][N:4]1[C:8]([NH:9][C:10](=[O:26])[C@@H:11]([NH:19][CH2:20][C:21]([O:23][CH2:24][CH3:25])=[O:22])[CH2:12][C:13]2[CH:18]=[CH:17][CH:16]=[CH:15][CH:14]=2)=[CH:7][C:6]([C:27]2[CH:32]=[CH:31][N:30]=[CH:29][CH:28]=2)=[N:5]1.CCN(C(C)C)C(C)C. (3) Given the product [CH3:1][O:2][C:3](=[O:15])[CH2:4][CH:5]1[C:9]2[CH:10]=[CH:11][C:12]([OH:14])=[CH:13][C:8]=2[O:7][CH2:6]1, predict the reactants needed to synthesize it. The reactants are: [CH3:1][O:2][C:3](=[O:15])[CH2:4][C:5]1[C:9]2[CH:10]=[CH:11][C:12]([OH:14])=[CH:13][C:8]=2[O:7][CH:6]=1. (4) Given the product [CH3:2][CH:1]([S:4]([NH:8][CH2:9][C@H:10]1[CH2:15][CH2:14][C@H:13]([NH:16][C:17]([O:19][CH2:20][C:21]2[CH:22]=[CH:23][CH:24]=[CH:25][CH:26]=2)=[O:18])[CH2:12][CH2:11]1)(=[O:6])=[O:5])[CH3:3], predict the reactants needed to synthesize it. The reactants are: [CH:1]([S:4](Cl)(=[O:6])=[O:5])([CH3:3])[CH3:2].[NH2:8][CH2:9][C@H:10]1[CH2:15][CH2:14][C@H:13]([NH:16][C:17]([O:19][CH2:20][C:21]2[CH:26]=[CH:25][CH:24]=[CH:23][CH:22]=2)=[O:18])[CH2:12][CH2:11]1. (5) The reactants are: [NH2:1][C:2]1[C:11]2[N:12]=[CH:13][N:14]([CH:15]([CH2:18][CH3:19])CO)[C:10]=2[C:9]2[CH:8]=[CH:7][CH:6]=[CH:5][C:4]=2[N:3]=1.[C:20]1([OH:26])[CH:25]=[CH:24][CH:23]=[CH:22][CH:21]=1.[C:27]1(P(C2C=CC=CC=2)C2C=CC=CC=2)C=CC=CC=1.N(C(OCC)=O)=NC(OCC)=O. Given the product [O:26]([CH2:27][CH2:19][CH2:18][CH2:15][N:14]1[C:10]2[C:9]3[CH:8]=[CH:7][CH:6]=[CH:5][C:4]=3[N:3]=[C:2]([NH2:1])[C:11]=2[N:12]=[CH:13]1)[C:20]1[CH:25]=[CH:24][CH:23]=[CH:22][CH:21]=1, predict the reactants needed to synthesize it. (6) Given the product [Cl:1][C:2]1[CH:3]=[N:4][C:5]2[C:10]([C:11]=1[CH:12]1[CH2:13][CH2:14][C:15]3([CH2:20][CH2:19][N:18]([CH2:29][CH2:30][O:31][C:32]4[CH:33]=[C:34]([F:39])[CH:35]=[C:36]([F:38])[CH:37]=4)[CH2:17][CH2:16]3)[C:21](=[O:22])[O:25]1)=[CH:9][C:8]([O:26][CH3:27])=[CH:7][CH:6]=2, predict the reactants needed to synthesize it. The reactants are: [Cl:1][C:2]1[CH:3]=[N:4][C:5]2[C:10]([C:11]=1[CH:12]([OH:25])[CH2:13][CH2:14][C:15]1([C:21](OC)=[O:22])[CH2:20][CH2:19][NH:18][CH2:17][CH2:16]1)=[CH:9][C:8]([O:26][CH3:27])=[CH:7][CH:6]=2.Br[CH2:29][CH2:30][O:31][C:32]1[CH:37]=[C:36]([F:38])[CH:35]=[C:34]([F:39])[CH:33]=1.C(=O)([O-])[O-].[K+].[K+]. (7) Given the product [F:18][C:19]1[CH:24]=[CH:23][CH:22]=[C:21]([F:25])[C:20]=1[CH:26]([O:1][C:2]1[C:3]2[N:4]([C:9]([C:13]([O:15][CH2:16][CH3:17])=[O:14])=[C:10]([CH3:12])[N:11]=2)[CH:5]=[C:6]([CH3:8])[CH:7]=1)[CH3:27], predict the reactants needed to synthesize it. The reactants are: [OH:1][C:2]1[C:3]2[N:4]([C:9]([C:13]([O:15][CH2:16][CH3:17])=[O:14])=[C:10]([CH3:12])[N:11]=2)[CH:5]=[C:6]([CH3:8])[CH:7]=1.[F:18][C:19]1[CH:24]=[CH:23][CH:22]=[C:21]([F:25])[C:20]=1[CH:26](O)[CH3:27].N(C(OC(C)C)=O)=NC(OC(C)C)=O.C1(P(C2C=CC=CC=2)C2C=CC=CC=2)C=CC=CC=1.